Dataset: Tyrosyl-DNA phosphodiesterase HTS with 341,365 compounds. Task: Binary Classification. Given a drug SMILES string, predict its activity (active/inactive) in a high-throughput screening assay against a specified biological target. (1) The compound is S1(=O)(=O)CC(N(Cc2ccccc2)C(=O)COc2c(nc(cc2)C)[N+]([O-])=O)CC1. The result is 0 (inactive). (2) The drug is S(=O)(=O)(NC(c1ccc(OC)cc1)C)Cc1ccccc1. The result is 0 (inactive). (3) The molecule is Fc1ccc(N2CCN(CC2)C(=O)c2oc3c(c2NC(=O)c2occc2)cccc3)cc1. The result is 0 (inactive). (4) The compound is o1c(/C=C2\NC(=O)N(Cc3ccc(cc3)C)C2=O)ccc1c1ccc(cc1)C(O)=O. The result is 1 (active). (5) The drug is S(Cc1nc2n(cc(cc2)C)c(=O)c1)c1sc(NC(=O)COc2ccccc2)nn1. The result is 0 (inactive). (6) The result is 0 (inactive). The compound is S=c1n(c(n[nH]1)c1cc(ccc1)C)c1ccc(cc1)C. (7) The compound is Brc1cc2c(c(CC(=O)N(CC)CC)c(OC)cc2)cc1. The result is 0 (inactive). (8) The drug is o1c(C2CC(=O)/C(C(=O)C2)=C\Nc2ccc(CC)cc2)ccc1. The result is 0 (inactive). (9) The molecule is Clc1ccc(C2N(C(=O)C(O)=C2C(=O)c2sccc2)c2nc(ccc2)C)cc1. The result is 0 (inactive).